From a dataset of Peptide-MHC class II binding affinity with 134,281 pairs from IEDB. Regression. Given a peptide amino acid sequence and an MHC pseudo amino acid sequence, predict their binding affinity value. This is MHC class II binding data. (1) The peptide sequence is RIIAGTLEVHAVKPA. The MHC is DRB5_0101 with pseudo-sequence DRB5_0101. The binding affinity (normalized) is 0.322. (2) The peptide sequence is IKTGHPRYFNQLSTGLDMVG. The MHC is HLA-DQA10301-DQB10302 with pseudo-sequence HLA-DQA10301-DQB10302. The binding affinity (normalized) is 0. (3) The peptide sequence is FSLSAAVKAGASLID. The MHC is DRB1_0401 with pseudo-sequence DRB1_0401. The binding affinity (normalized) is 0.615. (4) The peptide sequence is SVVVQDPKNVYQRGTHHHHHH. The MHC is DRB1_0701 with pseudo-sequence DRB1_0701. The binding affinity (normalized) is 0. (5) The peptide sequence is LQSLWANFYELLADA. The MHC is HLA-DQA10102-DQB10602 with pseudo-sequence HLA-DQA10102-DQB10602. The binding affinity (normalized) is 0.185. (6) The peptide sequence is EQPASAIVNFVSKVM. The MHC is HLA-DQA10101-DQB10501 with pseudo-sequence HLA-DQA10101-DQB10501. The binding affinity (normalized) is 0.0786. (7) The peptide sequence is PNRDGDSYYYSEPTS. The MHC is DRB3_0101 with pseudo-sequence DRB3_0101. The binding affinity (normalized) is 0.365.